This data is from Forward reaction prediction with 1.9M reactions from USPTO patents (1976-2016). The task is: Predict the product of the given reaction. (1) Given the reactants [C:1]([O:5][C:6](=[O:19])[NH:7][C@@H:8]([C@@H:16]1[CH2:18][O:17]1)[CH2:9][C:10]1[CH:15]=[CH:14][CH:13]=[CH:12][CH:11]=1)([CH3:4])([CH3:3])[CH3:2].[CH3:20][NH:21][CH2:22][C:23]1[CH:28]=[CH:27][CH:26]=[CH:25][CH:24]=1, predict the reaction product. The product is: [C:1]([O:5][C:6](=[O:19])[NH:7][C@H:8]([CH2:9][C:10]1[CH:15]=[CH:14][CH:13]=[CH:12][CH:11]=1)[C@@H:16]([OH:17])[CH2:18][N:21]([CH2:22][C:23]1[CH:28]=[CH:27][CH:26]=[CH:25][CH:24]=1)[CH3:20])([CH3:4])([CH3:3])[CH3:2]. (2) Given the reactants C([Li])(C)(C)C.Br[C:7]1[CH:8]=[CH:9][C:10]2[CH2:16][N:15]([C:17]([O:19][C:20]([CH3:23])([CH3:22])[CH3:21])=[O:18])[CH2:14][CH2:13][CH2:12][C:11]=2[CH:24]=1.Cl[C:26]([O:28][CH3:29])=[O:27], predict the reaction product. The product is: [CH2:16]1[C:10]2[CH:9]=[CH:8][C:7]([C:26]([O:28][CH3:29])=[O:27])=[CH:24][C:11]=2[CH2:12][CH2:13][CH2:14][N:15]1[C:17]([O:19][C:20]([CH3:23])([CH3:22])[CH3:21])=[O:18]. (3) Given the reactants C([N:9]1[C:56](=[O:57])[CH:55]=[CH:54][N:11]([C@@H:12]2[O:53][C@H:27]([CH2:28][O:29][C:30]([C:47]3[CH:52]=[CH:51][CH:50]=[CH:49][CH:48]=3)([C:39]3[CH:44]=[CH:43][C:42]([O:45][CH3:46])=[CH:41][CH:40]=3)[C:31]3[CH:36]=[CH:35][C:34]([O:37][CH3:38])=[CH:33][CH:32]=3)[C@@H:25]([OH:26])[C@H:13]2[O:14][CH2:15][CH2:16][C:17]([O:19]CC(F)(F)F)=O)[C:10]1=[O:58])(=O)C1C=CC=CC=1.[CH3:59][NH:60][CH3:61].O1CCCC1, predict the reaction product. The product is: [CH3:38][O:37][C:34]1[CH:33]=[CH:32][C:31]([C:30]([O:29][CH2:28][C@H:27]2[O:53][C@@H:12]([N:11]3[CH:54]=[CH:55][C:56](=[O:57])[NH:9][C:10]3=[O:58])[C@H:13]([O:14][CH2:15][CH2:16][C:17](=[O:19])[N:60]([CH3:61])[CH3:59])[C@@H:25]2[OH:26])([C:47]2[CH:48]=[CH:49][CH:50]=[CH:51][CH:52]=2)[C:39]2[CH:44]=[CH:43][C:42]([O:45][CH3:46])=[CH:41][CH:40]=2)=[CH:36][CH:35]=1. (4) The product is: [Cl:1][C:2]1[CH:7]=[C:6]([S:8]([F:13])([F:9])([F:10])([F:11])[F:12])[CH:5]=[CH:4][C:3]=1[O:14][CH3:15]. Given the reactants [Cl:1][C:2]1[CH:7]=[C:6]([S:8]([F:13])([F:12])([F:11])([F:10])[F:9])[CH:5]=[CH:4][C:3]=1[OH:14].[C:15]([O-])([O-])=O.[K+].[K+].CI, predict the reaction product. (5) Given the reactants Cl[C:2]1[CH:7]=[C:6]([O:8][CH3:9])[N:5]=[CH:4][C:3]=1[C:10]([O:12][CH3:13])=[O:11].C(=O)([O-])[O-].[Cs+].[Cs+].[C:20]([C@@H:22]1[N:27]([C:28]([O:30][C:31]([CH3:34])([CH3:33])[CH3:32])=[O:29])[CH2:26][C@@H:25]([C:35]([O:37][CH3:38])=[O:36])[CH2:24][CH2:23]1)#[CH:21], predict the reaction product. The product is: [CH3:9][O:8][C:6]1[CH:7]=[C:2]([C:21]#[C:20][C@@H:22]2[N:27]([C:28]([O:30][C:31]([CH3:34])([CH3:32])[CH3:33])=[O:29])[CH2:26][C@@H:25]([C:35]([O:37][CH3:38])=[O:36])[CH2:24][CH2:23]2)[C:3]([C:10]([O:12][CH3:13])=[O:11])=[CH:4][N:5]=1. (6) Given the reactants C(O[C:4]([C:6]1([CH2:12][CH2:13]OC)[CH2:11][CH2:10][NH:9][CH2:8][CH2:7]1)=[O:5])C.[F:16][C:17]([F:30])([F:29])[O:18][C:19]1[CH:24]=[CH:23][CH:22]=[CH:21][C:20]=1[S:25](Cl)(=[O:27])=[O:26].[CH2:31]([C:33]1[CH:39]=[CH:38][C:36]([NH2:37])=[CH:35][CH:34]=1)[CH3:32], predict the reaction product. The product is: [CH2:31]([C:33]1[CH:39]=[CH:38][C:36]([N:37]2[CH2:13][CH2:12][C:6]3([CH2:7][CH2:8][N:9]([S:25]([C:20]4[CH:21]=[CH:22][CH:23]=[CH:24][C:19]=4[O:18][C:17]([F:30])([F:29])[F:16])(=[O:27])=[O:26])[CH2:10][CH2:11]3)[C:4]2=[O:5])=[CH:35][CH:34]=1)[CH3:32]. (7) Given the reactants CS(O[C@H:6]1[C@@H:11]([CH3:12])[CH2:10][C@@H:9]([C:13]2[CH:18]=[CH:17][N:16]=[CH:15][C:14]=2[NH2:19])[CH2:8][C@H:7]1[NH:20][C:21]([O:23][C:24]([CH3:27])([CH3:26])[CH3:25])=[O:22])(=O)=O.C1CCN2C(=NCCC2)CC1, predict the reaction product. The product is: [NH2:19][C:14]1[CH:15]=[N:16][CH:17]=[CH:18][C:13]=1[C@H:9]1[CH2:8][C@@H:7]([NH:20][C:21](=[O:22])[O:23][C:24]([CH3:26])([CH3:25])[CH3:27])[CH:6]=[C:11]([CH3:12])[CH2:10]1.